From a dataset of Peptide-MHC class II binding affinity with 134,281 pairs from IEDB. Regression. Given a peptide amino acid sequence and an MHC pseudo amino acid sequence, predict their binding affinity value. This is MHC class II binding data. (1) The peptide sequence is EKKYFAATQAEPLAA. The MHC is DRB1_0101 with pseudo-sequence DRB1_0101. The binding affinity (normalized) is 0.861. (2) The peptide sequence is LQQYPLGQGSFRPSQQNPQA. The MHC is DRB4_0101 with pseudo-sequence DRB4_0103. The binding affinity (normalized) is 0.216. (3) The MHC is HLA-DQA10401-DQB10402 with pseudo-sequence HLA-DQA10401-DQB10402. The peptide sequence is FAEYKSDYVYQPFPK. The binding affinity (normalized) is 0.137. (4) The peptide sequence is FRNIVNMLHGVRDGL. The MHC is DRB1_0802 with pseudo-sequence DRB1_0802. The binding affinity (normalized) is 0.573. (5) The peptide sequence is HHFHELQLKDGRRIV. The MHC is DRB3_0202 with pseudo-sequence DRB3_0202. The binding affinity (normalized) is 0.778. (6) The peptide sequence is QRKVFRELVRNCDLP. The MHC is HLA-DQA10201-DQB10402 with pseudo-sequence HLA-DQA10201-DQB10402. The binding affinity (normalized) is 0.359. (7) The binding affinity (normalized) is 0.167. The MHC is DRB1_0701 with pseudo-sequence DRB1_0701. The peptide sequence is TSGSPIVNRNGEVIG.